This data is from Catalyst prediction with 721,799 reactions and 888 catalyst types from USPTO. The task is: Predict which catalyst facilitates the given reaction. (1) Reactant: [CH3:1][NH:2][C:3]([C:5]1[CH:14]=[C:13]2[C:8]([CH2:9][CH2:10][NH:11][CH2:12]2)=[CH:7][CH:6]=1)=[O:4].Cl[CH:16]1[CH2:21][N:20]([CH:22]2[CH2:25][CH2:24][CH2:23]2)[CH2:19][CH2:18][NH:17]1.[C:26](N)(=[O:28])[CH3:27].C([O-])([O-])=O.[K+].[K+].[Na+].[I-]. Product: [CH3:1][NH:2][C:3]([C:5]1[CH:14]=[C:13]2[C:8]([CH2:9][CH2:10][N:11]([CH2:27][C:26]([N:17]3[CH2:18][CH2:19][N:20]([CH:22]4[CH2:25][CH2:24][CH2:23]4)[CH2:21][CH2:16]3)=[O:28])[CH2:12]2)=[CH:7][CH:6]=1)=[O:4]. The catalyst class is: 47. (2) Reactant: [N:1]1([C:7]([O:9][CH2:10][C:11]2[CH:16]=[CH:15][CH:14]=[CH:13][CH:12]=2)=[O:8])[CH2:6][CH2:5][NH:4][CH2:3][CH2:2]1.[CH3:17][C:18]1([CH3:34])[O:22][B:21]([C:23]2[CH:31]=[CH:30][C:26]([C:27](O)=[O:28])=[CH:25][CH:24]=2)[O:20][C:19]1([CH3:33])[CH3:32].C(Cl)CCl.C1C=CC2N(O)N=NC=2C=1.C(N(CC)CC)C. Product: [CH3:17][C:18]1([CH3:34])[C:19]([CH3:32])([CH3:33])[O:20][B:21]([C:23]2[CH:31]=[CH:30][C:26]([C:27]([N:4]3[CH2:5][CH2:6][N:1]([C:7]([O:9][CH2:10][C:11]4[CH:16]=[CH:15][CH:14]=[CH:13][CH:12]=4)=[O:8])[CH2:2][CH2:3]3)=[O:28])=[CH:25][CH:24]=2)[O:22]1. The catalyst class is: 4. (3) The catalyst class is: 7. Reactant: [Br:1][C:2]1[C:11]2[C:6](=[C:7]([O:16][CH3:17])[CH:8]=[C:9]([C:12]([O:14]C)=O)[CH:10]=2)[N:5]=[CH:4][CH:3]=1.[Cl:18][C:19]1[CH:24]=[CH:23][C:22]([Mg]Br)=[CH:21][CH:20]=1. Product: [Br:1][C:2]1[C:11]2[C:6](=[C:7]([O:16][CH3:17])[CH:8]=[C:9]([C:12]([C:22]3[CH:23]=[CH:24][C:19]([Cl:18])=[CH:20][CH:21]=3)([C:22]3[CH:23]=[CH:24][C:19]([Cl:18])=[CH:20][CH:21]=3)[OH:14])[CH:10]=2)[N:5]=[CH:4][CH:3]=1. (4) Reactant: [F:1][C:2]1[CH:7]=[C:6]([F:8])[CH:5]=[CH:4][C:3]=1[N:9]1[CH2:14][CH2:13][N:12]([S:15]([C:18]2[CH:23]=[CH:22][C:21]([C:24](=[O:26])[CH3:25])=[CH:20][CH:19]=2)(=[O:17])=[O:16])[C@H:11]([CH3:27])[CH2:10]1.[Li][CH3:29]. Product: [F:1][C:2]1[CH:7]=[C:6]([F:8])[CH:5]=[CH:4][C:3]=1[N:9]1[CH2:14][CH2:13][N:12]([S:15]([C:18]2[CH:23]=[CH:22][C:21]([C:24]([OH:26])([CH3:29])[CH3:25])=[CH:20][CH:19]=2)(=[O:17])=[O:16])[C@H:11]([CH3:27])[CH2:10]1. The catalyst class is: 1.